Dataset: Catalyst prediction with 721,799 reactions and 888 catalyst types from USPTO. Task: Predict which catalyst facilitates the given reaction. Reactant: [Br:1][C:2]1[C:3](=[O:18])[N:4]([CH3:17])[C:5](=[O:16])[C:6]=1[C:7]1[C:15]2[C:10](=[CH:11][CH:12]=[CH:13][CH:14]=2)[NH:9][CH:8]=1.[C:19](O[C:19]([O:21][C:22]([CH3:25])([CH3:24])[CH3:23])=[O:20])([O:21][C:22]([CH3:25])([CH3:24])[CH3:23])=[O:20]. Product: [Br:1][C:2]1[C:3](=[O:18])[N:4]([CH3:17])[C:5](=[O:16])[C:6]=1[C:7]1[C:15]2[C:10](=[CH:11][CH:12]=[CH:13][CH:14]=2)[N:9]([C:19]([O:21][C:22]([CH3:25])([CH3:24])[CH3:23])=[O:20])[CH:8]=1. The catalyst class is: 367.